From a dataset of Full USPTO retrosynthesis dataset with 1.9M reactions from patents (1976-2016). Predict the reactants needed to synthesize the given product. (1) Given the product [F:23][C:21]1[CH:20]=[CH:19][C:18]([N+:24]([O-:26])=[O:25])=[C:17]([CH:8]([C:7]([O:14][CH3:15])=[O:13])[C:9]([O:11][CH3:12])=[O:10])[CH:22]=1, predict the reactants needed to synthesize it. The reactants are: C(=O)([O-])[O-].[K+].[K+].[C:7]([O:14][CH3:15])(=[O:13])[CH2:8][C:9]([O:11][CH3:12])=[O:10].F[C:17]1[CH:22]=[C:21]([F:23])[CH:20]=[CH:19][C:18]=1[N+:24]([O-:26])=[O:25].Cl. (2) Given the product [F:17][C:18]1[CH:19]=[N:20][C:21]([O:27][C:28]2[CH:33]=[CH:32][CH:31]=[C:30]([S:34][CH3:35])[CH:29]=2)=[C:22]([CH:26]=1)[C:23]([NH:1][C:2]1[C:3]([O:8][CH3:9])=[N:4][CH:5]=[CH:6][CH:7]=1)=[O:24], predict the reactants needed to synthesize it. The reactants are: [NH2:1][C:2]1[C:3]([O:8][CH3:9])=[N:4][CH:5]=[CH:6][CH:7]=1.C(N(CC)CC)C.[F:17][C:18]1[CH:19]=[N:20][C:21]([O:27][C:28]2[CH:33]=[CH:32][CH:31]=[C:30]([S:34][CH3:35])[CH:29]=2)=[C:22]([CH:26]=1)[C:23](O)=[O:24].Cl.CN(C)CCCN=C=NCC.ON1C2C=CC=CC=2N=N1. (3) Given the product [CH3:37][O:38][C:39](=[O:63])[C:40]1[CH:45]=[C:44]([C:8]2[CH:7]=[CH:6][C:5]3[C:10](=[CH:11][CH:12]=[C:3]([O:2][CH3:1])[CH:4]=3)[C:9]=2[O:13][C:14]2[CH:19]=[CH:18][C:17]([O:20][CH2:21][CH2:22][N:23]3[CH2:24][CH2:25][CH2:26][CH2:27][CH2:28]3)=[CH:16][CH:15]=2)[CH:43]=[CH:42][C:41]=1[O:55][CH2:56][C:57]1[CH:58]=[CH:59][CH:60]=[CH:61][CH:62]=1, predict the reactants needed to synthesize it. The reactants are: [CH3:1][O:2][C:3]1[CH:4]=[C:5]2[C:10](=[CH:11][CH:12]=1)[C:9]([O:13][C:14]1[CH:19]=[CH:18][C:17]([O:20][CH2:21][CH2:22][N:23]3[CH2:28][CH2:27][CH2:26][CH2:25][CH2:24]3)=[CH:16][CH:15]=1)=[C:8](OS(C(F)(F)F)(=O)=O)[CH:7]=[CH:6]2.[CH3:37][O:38][C:39](=[O:63])[C:40]1[CH:45]=[C:44](B2OC(C)(C)C(C)(C)O2)[CH:43]=[CH:42][C:41]=1[O:55][CH2:56][C:57]1[CH:62]=[CH:61][CH:60]=[CH:59][CH:58]=1.[F-].[Cs+].C1(P(C2CCCCC2)C2CCCCC2)CCCCC1. (4) Given the product [CH3:1][O:2][C:3]([NH:5][C@@H:6]([CH:54]([CH3:55])[CH3:56])[C:7]([N:9]1[CH2:10][CH2:11][CH2:16][C@H:17]1[C:18]1[NH:19][C:20]([C:23]2[CH:28]=[C:27]3[C:26](=[CH:25][CH:24]=2)[CH:29]=[C:30]([C:31]2[CH:91]=[CH:92][C:93]([C:96]4[NH:100][C:99]([C@@H:101]5[CH2:105][O:104][CH2:103][N:102]5[C:106]([O:108][C:109]([CH3:112])([CH3:111])[CH3:110])=[O:107])=[N:98][CH:97]=4)=[CH:33][CH:32]=2)[CH:67]=[CH:58]3)=[CH:21][N:22]=1)=[O:8])=[O:4], predict the reactants needed to synthesize it. The reactants are: [CH3:1][O:2][C:3]([NH:5][C@@H:6]([CH:54]([CH3:56])[CH3:55])[C:7]([N:9]1[C@H:17]([C:18]2[NH:19][C:20]([C:23]3[CH:28]=[CH:27][C:26]([C:29]4[CH:30]=[C:31]5C(=CC=4)C4NC([C@@H]6CCCN6C(OC(C)(C)C)=O)=NC=4[CH:33]=[CH:32]5)=[CH:25][CH:24]=3)=[CH:21][N:22]=2)[CH2:16][C:11]2(OCCO2)[CH2:10]1)=[O:8])=[O:4].Br[C:58]1C=C2C(=C[CH:67]=1)C=C(C1NC([C@@H]3CCCN3C(=O)[C@@H](NC(=O)OC)C(C)C)=NC=1)C=C2.BrC1C=C[C:93]([C:96]2[NH:100][C:99]([C@@H:101]3[CH2:105][O:104][CH2:103][N:102]3[C:106]([O:108][C:109]([CH3:112])([CH3:111])[CH3:110])=[O:107])=[N:98][CH:97]=2)=[CH:92][CH:91]=1.BrC1C=CC(C2NC([C@@H]3CC4(OCCO4)CN3C(=O)[C@@H](NC(=O)OC)C(C)C)=NC=2)=CC=1.B1(B2OC(C)(C)C(C)(C)O2)OC(C)(C)C(C)(C)O1.BrC1C=C2C(=CC=1)C1NC([C@@H]3CCCN3C(OC(C)(C)C)=O)=NC=1C=C2. (5) Given the product [CH3:10][O:9][C:7]1[CH:8]=[C:3]([O:2][CH3:1])[N:4]=[C:5]([N:11]2[C:20](=[O:21])[C:19]3[C:14](=[CH:15][C:16]([C:22]([NH:36][CH2:35][C:34]4[CH:33]=[CH:32][C:31]([S:28]([NH:27][CH3:26])(=[O:30])=[O:29])=[CH:38][CH:37]=4)=[O:23])=[CH:17][CH:18]=3)[NH:13][C:12]2=[S:25])[N:6]=1, predict the reactants needed to synthesize it. The reactants are: [CH3:1][O:2][C:3]1[CH:8]=[C:7]([O:9][CH3:10])[N:6]=[C:5]([N:11]2[C:20](=[O:21])[C:19]3[C:14](=[CH:15][C:16]([C:22](O)=[O:23])=[CH:17][CH:18]=3)[NH:13][C:12]2=[S:25])[N:4]=1.[CH3:26][NH:27][S:28]([C:31]1[CH:38]=[CH:37][C:34]([CH2:35][NH2:36])=[CH:33][CH:32]=1)(=[O:30])=[O:29].CCN(C(C)C)C(C)C.CN(C(ON1N=NC2C=CC=NC1=2)=[N+](C)C)C.F[P-](F)(F)(F)(F)F. (6) The reactants are: [Si:1]([O:8][C:9]1[CH:25]=[CH:24][C:12]([CH2:13][C:14]2[C:15]([O:17][C:18](=O)C=2C(C)C)=[O:16])=[CH:11][CH:10]=1)([C:4]([CH3:7])([CH3:6])[CH3:5])([CH3:3])[CH3:2].C[Si](C=[N+]=[N-])(C)C.[CH3:33][CH2:34][CH2:35]CCC.CCCCCC.[C:45]([O:48][CH2:49]C)(=[O:47])[CH3:46]. Given the product [Si:1]([O:8][C:9]1[CH:10]=[CH:11][C:12]([CH2:13]/[C:14](=[C:46](\[CH:34]([CH3:35])[CH3:33])/[C:45]([O:48][CH3:49])=[O:47])/[C:15]([O:17][CH3:18])=[O:16])=[CH:24][CH:25]=1)([C:4]([CH3:5])([CH3:6])[CH3:7])([CH3:3])[CH3:2], predict the reactants needed to synthesize it. (7) The reactants are: [C:1]([O:5][C:6]([NH:8][C@@H:9]1[CH2:14][CH2:13][CH2:12][N:11]([C:15]2[N:23]([CH2:24][C:25]3[CH:30]=[C:29]([F:31])[CH:28]=[CH:27][C:26]=3[Cl:32])[C:22]3[C:21](=[O:33])[NH:20][C:19](=[O:34])[N:18]([CH3:35])[C:17]=3[C:16]=2[C:36]([O:38][CH3:39])=[O:37])[CH2:10]1)=[O:7])([CH3:4])([CH3:3])[CH3:2].Br[CH2:41][C:42]([C:44]1[CH:49]=[CH:48][CH:47]=[CH:46][CH:45]=1)=[O:43].C(=O)([O-])[O-].[K+].[K+].O. Given the product [C:1]([O:5][C:6]([NH:8][C@@H:9]1[CH2:14][CH2:13][CH2:12][N:11]([C:15]2[N:23]([CH2:24][C:25]3[CH:30]=[C:29]([F:31])[CH:28]=[CH:27][C:26]=3[Cl:32])[C:22]3[C:21](=[O:33])[N:20]([CH2:41][C:42](=[O:43])[C:44]4[CH:49]=[CH:48][CH:47]=[CH:46][CH:45]=4)[C:19](=[O:34])[N:18]([CH3:35])[C:17]=3[C:16]=2[C:36]([O:38][CH3:39])=[O:37])[CH2:10]1)=[O:7])([CH3:4])([CH3:3])[CH3:2], predict the reactants needed to synthesize it.